From a dataset of Catalyst prediction with 721,799 reactions and 888 catalyst types from USPTO. Predict which catalyst facilitates the given reaction. Reactant: [CH2:1]=O.[CH2:3]([NH:5][CH3:6])[CH3:4].[F:7][C:8]1[CH:16]=[C:15]2[C:11]([CH:12]=[CH:13][N:14]2[S:17]([C:20]2[CH:25]=[CH:24][CH:23]=[CH:22][CH:21]=2)(=[O:19])=[O:18])=[CH:10][C:9]=1[OH:26]. Product: [CH2:3]([N:5]([CH2:1][C:10]1[C:9]([OH:26])=[C:8]([F:7])[CH:16]=[C:15]2[C:11]=1[CH:12]=[CH:13][N:14]2[S:17]([C:20]1[CH:25]=[CH:24][CH:23]=[CH:22][CH:21]=1)(=[O:19])=[O:18])[CH3:6])[CH3:4]. The catalyst class is: 14.